This data is from Reaction yield outcomes from USPTO patents with 853,638 reactions. The task is: Predict the reaction yield, written as a fraction of the theoretical maximum amount of product (1.0 means a 100% yield; for example, 0.34 means a 34% yield). (1) The reactants are Cl.[F:2][C:3]1[CH:8]=[CH:7][C:6]([CH:9]([OH:23])[CH:10]([NH2:22])[CH2:11][C:12]2[CH:17]=[CH:16][C:15]([C:18]([F:21])([F:20])[F:19])=[CH:14][CH:13]=2)=[CH:5][CH:4]=1.[F:24][C:25]([F:36])([F:35])[C:26]1[CH:34]=[CH:33][C:29]([C:30](Cl)=[O:31])=[CH:28][CH:27]=1.C(=O)([O-])O.[Na+]. The catalyst is C(OCC)(=O)C.O. The product is [F:2][C:3]1[CH:4]=[CH:5][C:6]([CH:9]([OH:23])[CH:10]([NH:22][C:30](=[O:31])[C:29]2[CH:33]=[CH:34][C:26]([C:25]([F:24])([F:35])[F:36])=[CH:27][CH:28]=2)[CH2:11][C:12]2[CH:17]=[CH:16][C:15]([C:18]([F:21])([F:20])[F:19])=[CH:14][CH:13]=2)=[CH:7][CH:8]=1. The yield is 0.620. (2) The yield is 0.920. The reactants are [O:1]1[CH2:6][CH2:5][CH:4]([C:7]2[CH:12]=[CH:11][C:10]([OH:13])=[CH:9][CH:8]=2)[CH2:3][CH2:2]1.C([O-])=O.[Na+]. The product is [O:1]1[CH2:6][CH2:5][CH:4]([CH:7]2[CH2:12][CH2:11][CH:10]([OH:13])[CH2:9][CH2:8]2)[CH2:3][CH2:2]1. The catalyst is [Pd].O. (3) The reactants are [H-].[Na+].[C:3](#[N:7])[CH2:4][C:5]#[N:6].[CH2:8]=[C:9]1O[C:11](=[O:12])[CH2:10]1.Cl.[O:15]1CCCC1. No catalyst specified. The product is [OH:12][C:11]1[CH:10]=[C:9]([CH3:8])[NH:6][C:5](=[O:15])[C:4]=1[C:3]#[N:7]. The yield is 0.603.